From a dataset of Forward reaction prediction with 1.9M reactions from USPTO patents (1976-2016). Predict the product of the given reaction. (1) The product is: [C:1]([C:3]([C:6]1[CH:7]=[C:8]([CH:33]=[CH:34][CH:35]=1)[C:9]([NH:11][C:12]1[CH:13]=[CH:14][C:15]([CH3:32])=[C:16]([NH:18][C:19]([C:21]2[S:31][C:24]3=[N:25][C:26]([NH:29][CH2:30][CH3:37])=[CH:27][N:28]=[C:23]3[CH:22]=2)=[O:20])[CH:17]=1)=[O:10])([CH3:5])[CH3:4])#[N:2]. Given the reactants [C:1]([C:3]([C:6]1[CH:7]=[C:8]([CH:33]=[CH:34][CH:35]=1)[C:9]([NH:11][C:12]1[CH:13]=[CH:14][C:15]([CH3:32])=[C:16]([NH:18][C:19]([C:21]2[S:31][C:24]3=[N:25][C:26]([NH:29][CH3:30])=[CH:27][N:28]=[C:23]3[CH:22]=2)=[O:20])[CH:17]=1)=[O:10])([CH3:5])[CH3:4])#[N:2].Cl[C:37]1N=C2SC(C(NC3C=C(NC(=O)C4C=CC=C(C(C#N)(C)C)C=4)C=CC=3C)=O)=CC2=NC=1.Cl.C(N)C.C(N(CC)CC)C, predict the reaction product. (2) Given the reactants C(O[C:4](=[O:16])[CH2:5][N:6]1[CH2:11][CH2:10][N:9]([CH2:12][CH3:13])[C:8](=[O:14])[C:7]1=[O:15])C.O.[NH2:18][NH2:19], predict the reaction product. The product is: [CH2:12]([N:9]1[CH2:10][CH2:11][N:6]([CH2:5][C:4]([NH:18][NH2:19])=[O:16])[C:7](=[O:15])[C:8]1=[O:14])[CH3:13].